This data is from Reaction yield outcomes from USPTO patents with 853,638 reactions. The task is: Predict the reaction yield, written as a fraction of the theoretical maximum amount of product (1.0 means a 100% yield; for example, 0.34 means a 34% yield). The reactants are [F:8][C:7]([F:10])([F:9])[C:6](O[C:6](=[O:11])[C:7]([F:10])([F:9])[F:8])=[O:11].[CH3:14][O:15][C:16]1[CH:29]=[CH:28][C:19]2[C@@H:20]3[C@H:25]([CH2:26][CH2:27][C:18]=2[CH:17]=1)[NH:24][CH2:23][CH2:22][CH2:21]3.C(N(CC)CC)C. The catalyst is ClCCl. The product is [F:10][C:7]([F:8])([F:9])[C:6]([N:24]1[C@@H:25]2[C@@H:20]([C:19]3[CH:28]=[CH:29][C:16]([O:15][CH3:14])=[CH:17][C:18]=3[CH2:27][CH2:26]2)[CH2:21][CH2:22][CH2:23]1)=[O:11]. The yield is 1.00.